Dataset: Forward reaction prediction with 1.9M reactions from USPTO patents (1976-2016). Task: Predict the product of the given reaction. (1) The product is: [CH3:1][O:2][CH2:3][CH2:4][O:5][CH2:6][C:7]([C:10]1[CH:15]=[CH:14][C:13]([NH2:16])=[CH:12][CH:11]=1)([CH3:9])[CH3:8]. Given the reactants [CH3:1][O:2][CH2:3][CH2:4][O:5][CH2:6][C:7]([C:10]1[CH:15]=[CH:14][C:13]([N+:16]([O-])=O)=[CH:12][CH:11]=1)([CH3:9])[CH3:8], predict the reaction product. (2) Given the reactants [F:1][C:2]1[CH:14]=[CH:13][C:5]([C:6](=[O:12])[NH:7][CH2:8][C:9]([OH:11])=O)=[CH:4][CH:3]=1.[F:15][C:16]1[CH:21]=[CH:20][C:19]([CH:22]([NH2:33])[C:23]2[CH:28]=[CH:27][CH:26]=[C:25]([C:29]([F:32])([F:31])[F:30])[CH:24]=2)=[CH:18][CH:17]=1, predict the reaction product. The product is: [F:1][C:2]1[CH:3]=[CH:4][C:5]([C:6]([NH:7][CH2:8][C:9](=[O:11])[NH:33][CH:22]([C:19]2[CH:18]=[CH:17][C:16]([F:15])=[CH:21][CH:20]=2)[C:23]2[CH:28]=[CH:27][CH:26]=[C:25]([C:29]([F:30])([F:31])[F:32])[CH:24]=2)=[O:12])=[CH:13][CH:14]=1. (3) Given the reactants [C:1]1(=[O:12])[C:10]2[C:5](=[CH:6][CH:7]=[CH:8][CH:9]=2)[CH2:4][C:3](=[O:11])[NH:2]1.[C:13]([O:16][C:17](=O)C)(=O)C.COC(OC)OC, predict the reaction product. The product is: [CH3:13][O:16][CH:17]=[C:4]1[C:5]2[C:10](=[CH:9][CH:8]=[CH:7][CH:6]=2)[C:1](=[O:12])[NH:2][C:3]1=[O:11]. (4) Given the reactants [Cl:1][C:2]1[CH:15]=[CH:14][C:5]2[S:6][C:7]([S:10](Cl)(=[O:12])=[O:11])=[C:8]([CH3:9])[C:4]=2[CH:3]=1.[NH2:16][C:17]1[CH:25]=[C:21]([C:22]([OH:24])=[O:23])[C:20]([OH:26])=[CH:19][CH:18]=1, predict the reaction product. The product is: [Cl:1][C:2]1[CH:15]=[CH:14][C:5]2[S:6][C:7]([S:10]([NH:16][C:17]3[CH:18]=[CH:19][C:20]([OH:26])=[C:21]([CH:25]=3)[C:22]([OH:24])=[O:23])(=[O:12])=[O:11])=[C:8]([CH3:9])[C:4]=2[CH:3]=1. (5) The product is: [NH2:8][CH2:9][CH2:10][CH:11]([CH2:24][CH2:25][NH2:26])[CH2:12][CH2:13][NH2:14]. Given the reactants COC1C=CC(C[NH:8][CH2:9][CH2:10][CH:11]([CH2:24][CH2:25][NH:26]CC2C=CC(OC)=CC=2)[CH2:12][CH2:13][NH:14]CC2C=CC(OC)=CC=2)=CC=1, predict the reaction product. (6) The product is: [NH2:25][CH2:24][C@H:23]([C:20]1[CH:19]=[CH:18][C:17]([C:4]2[C:5]3[C:6]4[CH:16]=[CH:15][S:14][C:7]=4[C:8](=[O:13])[NH:9][C:10]=3[CH:11]=[CH:12][C:3]=2[OH:2])=[CH:22][CH:21]=1)[CH3:33]. Given the reactants C[O:2][C:3]1[CH:12]=[CH:11][C:10]2[NH:9][C:8](=[O:13])[C:7]3[S:14][CH:15]=[CH:16][C:6]=3[C:5]=2[C:4]=1[C:17]1[CH:22]=[CH:21][C:20]([C@H:23]([CH3:33])[CH2:24][NH:25]C(=O)OC(C)(C)C)=[CH:19][CH:18]=1.BrB(Br)Br, predict the reaction product.